From a dataset of Reaction yield outcomes from USPTO patents with 853,638 reactions. Predict the reaction yield, written as a fraction of the theoretical maximum amount of product (1.0 means a 100% yield; for example, 0.34 means a 34% yield). (1) The catalyst is CN(C=O)C.CCOC(C)=O.[Pd]. The reactants are [NH2:1][C:2](=[O:44])[CH:3]([C:6]1[CH:11]=[CH:10][CH:9]=[CH:8][C:7]=1[C:12]#[C:13][C:14]1[C:19]([C:20]([F:23])([F:22])[F:21])=[CH:18][N:17]=[C:16]([NH:24][C:25]2[CH:30]=[CH:29][C:28]([CH:31]3[CH2:36][CH2:35][N:34]([C:37]([O:39][C:40]([CH3:43])([CH3:42])[CH3:41])=[O:38])[CH2:33][CH2:32]3)=[CH:27][CH:26]=2)[N:15]=1)[CH2:4][CH3:5].CCN(CC)CC. The product is [NH2:1][C:2](=[O:44])[CH:3]([C:6]1[CH:11]=[CH:10][CH:9]=[CH:8][C:7]=1[CH2:12][CH2:13][C:14]1[C:19]([C:20]([F:23])([F:22])[F:21])=[CH:18][N:17]=[C:16]([NH:24][C:25]2[CH:30]=[CH:29][C:28]([CH:31]3[CH2:36][CH2:35][N:34]([C:37]([O:39][C:40]([CH3:43])([CH3:42])[CH3:41])=[O:38])[CH2:33][CH2:32]3)=[CH:27][CH:26]=2)[N:15]=1)[CH2:4][CH3:5]. The yield is 0.980. (2) The yield is 0.530. The catalyst is O. The product is [CH3:6][O:7][C:8]1[CH:9]=[C:10]2[C:15](=[CH:16][C:17]=1[O:18][CH2:37][CH:39]1[CH2:40][O:41]1)[N:14]=[CH:13][CH:12]=[C:11]2[O:19][C:20]1[C:21]([CH3:30])=[N:22][C:23]2[C:28]([CH:29]=1)=[CH:27][CH:26]=[CH:25][CH:24]=2. The reactants are CN(C)C=O.[CH3:6][O:7][C:8]1[CH:9]=[C:10]2[C:15](=[CH:16][C:17]=1[OH:18])[N:14]=[CH:13][CH:12]=[C:11]2[O:19][C:20]1[C:21]([CH3:30])=[N:22][C:23]2[C:28]([CH:29]=1)=[CH:27][CH:26]=[CH:25][CH:24]=2.C(=O)([O-])[O-].[K+].[K+].[CH2:37]([CH:39]1[O:41][CH2:40]1)Br. (3) The reactants are [CH3:1][C:2]1[CH:7]=[CH:6][CH:5]=[C:4]([CH3:8])[C:3]=1[NH:9][C:10]1[N:14]2[CH:15]=[C:16]([F:19])[CH:17]=[CH:18][C:13]2=[N:12][C:11]=1[C:20]1[CH:28]=[CH:27][CH:26]=[CH:25][C:21]=1[C:22](O)=[O:23].[CH3:29][NH:30][C:31](=[S:34])[NH:32][NH2:33].O. The catalyst is CN(C=O)C. The product is [CH3:8][C:4]1[CH:5]=[CH:6][CH:7]=[C:2]([CH3:1])[C:3]=1[NH:9][C:10]1[N:14]2[CH:15]=[C:16]([F:19])[CH:17]=[CH:18][C:13]2=[N:12][C:11]=1[C:20]1[CH:28]=[CH:27][CH:26]=[CH:25][C:21]=1[C:22]([NH:33][NH:32][C:31]([NH:30][CH3:29])=[S:34])=[O:23]. The yield is 0.470. (4) The reactants are [C:1]1([C:7]2[O:11][CH:10]=[N:9][C:8]=2[C:12]([O:14][CH2:15][CH3:16])=[O:13])[CH:6]=[CH:5][CH:4]=[CH:3][CH:2]=1.C[Si]([N-][Si](C)(C)C)(C)C.[Li+].[I:27]I.CCOC(C)=O. The catalyst is C1COCC1. The product is [I:27][C:10]1[O:11][C:7]([C:1]2[CH:2]=[CH:3][CH:4]=[CH:5][CH:6]=2)=[C:8]([C:12]([O:14][CH2:15][CH3:16])=[O:13])[N:9]=1. The yield is 0.820. (5) The reactants are [CH2:1](Br)[C:2]1[CH:7]=[CH:6][CH:5]=[CH:4][CH:3]=1.[CH2:9]([CH:11]1[CH2:16][NH:15][CH2:14][CH2:13][NH:12]1)[CH3:10]. The catalyst is CN(C=O)C. The product is [CH2:1]([N:15]1[CH2:14][CH2:13][NH:12][CH:11]([CH2:9][CH3:10])[CH2:16]1)[C:2]1[CH:7]=[CH:6][CH:5]=[CH:4][CH:3]=1. The yield is 0.700. (6) The product is [Cl:1][C:2]1[CH:11]=[C:10]2[C:5]([C:6]([O:12][C:20](=[O:29])[N:21]([CH3:28])[C:22]3[CH:27]=[CH:26][CH:25]=[CH:24][CH:23]=3)=[CH:7][CH:8]=[N:9]2)=[CH:4][CH:3]=1. The catalyst is C(#N)C. The reactants are [Cl:1][C:2]1[CH:11]=[C:10]2[C:5]([C:6]([OH:12])=[CH:7][CH:8]=[N:9]2)=[CH:4][CH:3]=1.[I-].C[N+]1C=CN([C:20](=[O:29])[N:21]([CH3:28])[C:22]2[CH:27]=[CH:26][CH:25]=[CH:24][CH:23]=2)C=1.C(N(CC)CC)C. The yield is 0.930. (7) The reactants are O.NN.[Br:4][C:5]1[CH:13]=[CH:12][C:11]([S:14](Cl)(=[O:16])=[O:15])=[CH:10][C:6]=1[C:7]([OH:9])=[O:8].CC([O-])=O.[Na+].I[CH:24]([CH3:26])[CH3:25]. The catalyst is C1COCC1. The product is [Br:4][C:5]1[CH:13]=[CH:12][C:11]([S:14]([CH:24]([CH3:26])[CH3:25])(=[O:16])=[O:15])=[CH:10][C:6]=1[C:7]([OH:9])=[O:8]. The yield is 0.0800.